Regression. Given two drug SMILES strings and cell line genomic features, predict the synergy score measuring deviation from expected non-interaction effect. From a dataset of NCI-60 drug combinations with 297,098 pairs across 59 cell lines. (1) Drug 1: C1C(C(OC1N2C=NC3=C(N=C(N=C32)Cl)N)CO)O. Drug 2: CC1=C(C(=CC=C1)Cl)NC(=O)C2=CN=C(S2)NC3=CC(=NC(=N3)C)N4CCN(CC4)CCO. Cell line: UACC62. Synergy scores: CSS=26.4, Synergy_ZIP=0.679, Synergy_Bliss=1.72, Synergy_Loewe=-0.236, Synergy_HSA=0.220. (2) Drug 1: CC1=C2C(C(=O)C3(C(CC4C(C3C(C(C2(C)C)(CC1OC(=O)C(C(C5=CC=CC=C5)NC(=O)OC(C)(C)C)O)O)OC(=O)C6=CC=CC=C6)(CO4)OC(=O)C)OC)C)OC. Drug 2: CN(CCCl)CCCl.Cl. Cell line: MALME-3M. Synergy scores: CSS=22.1, Synergy_ZIP=-5.50, Synergy_Bliss=-5.04, Synergy_Loewe=-10.3, Synergy_HSA=-2.70.